Dataset: Full USPTO retrosynthesis dataset with 1.9M reactions from patents (1976-2016). Task: Predict the reactants needed to synthesize the given product. (1) Given the product [CH3:2][C:3]1[NH:28][C:23]2[CH:22]=[C:21]([N:15]3[C@@H:14]([C:8]4[CH:9]=[CH:10][CH:11]=[CH:12][CH:13]=4)[CH2:18][O:17][C:16]3=[O:19])[CH:26]=[CH:25][C:24]=2[N:27]=1, predict the reactants needed to synthesize it. The reactants are: F[C:2](F)(F)[C:3]([O-])=O.[C:8]1([C@H:14]2[CH2:18][O:17][C:16](=[O:19])[NH:15]2)[CH:13]=[CH:12][CH:11]=[CH:10][CH:9]=1.I[C:21]1[CH:22]=[C:23]([NH2:28])[C:24]([NH2:27])=[CH:25][CH:26]=1.[F-].[Cs+].C1(N)CCCCC1N. (2) The reactants are: [F:1][C:2]1[CH:3]=[C:4]([CH:7]=[CH:8][C:9]=1F)[C:5]#[N:6].Cl.[CH:12]12[NH:19][CH:16]([CH2:17][CH2:18]1)[CH2:15][CH2:14][CH2:13]2.C(N(C(C)C)CC)(C)C. Given the product [CH:16]12[N:19]([C:9]3[CH:8]=[CH:7][C:4]([C:5]#[N:6])=[CH:3][C:2]=3[F:1])[CH:12]([CH2:18][CH2:17]1)[CH2:13][CH2:14][CH2:15]2, predict the reactants needed to synthesize it. (3) Given the product [F:25][C:19]1[CH:20]=[C:21]([O:23][CH3:24])[CH:22]=[C:2]([F:1])[C:3]=1[CH2:4][CH:5]([NH:6][C:7]([NH:51][C@H:52]1[CH2:57][CH2:56][C@H:55]([OH:58])[CH2:54][CH2:53]1)=[O:18])[C:9]1[NH:8][C:12]2[CH:13]=[CH:14][C:15]([F:17])=[CH:16][C:11]=2[N:10]=1, predict the reactants needed to synthesize it. The reactants are: [F:1][C:2]1[CH:22]=[C:21]([O:23][CH3:24])[CH:20]=[C:19]([F:25])[C:3]=1[CH2:4][CH:5]1[C:9]2=[N:10][C:11]3[CH:16]=[C:15]([F:17])[CH:14]=[CH:13][C:12]=3[N:8]2[C:7](=[O:18])[NH:6]1.FC1C=C(OC)C=C(F)C=1CC1C2=NC3C=CC(F)=CC=3N2C(=O)N1.[NH2:51][C@H:52]1[CH2:57][CH2:56][C@H:55]([OH:58])[CH2:54][CH2:53]1.